This data is from Catalyst prediction with 721,799 reactions and 888 catalyst types from USPTO. The task is: Predict which catalyst facilitates the given reaction. (1) Reactant: [I:1][C:2]1[CH:7]=[CH:6][NH:5][C:4](=[O:8])[CH:3]=1.[H-].[Na+].[CH3:11]I. Product: [I:1][C:2]1[CH:7]=[CH:6][N:5]([CH3:11])[C:4](=[O:8])[CH:3]=1. The catalyst class is: 695. (2) Reactant: Br[C:2]1[CH:3]=[CH:4][CH:5]=[C:6]2[C:10]=1[C:9](=[O:11])[N:8]([CH2:12][CH2:13][C:14]1[N:19]=[C:18]3[CH:20]=[CH:21][S:22][C:17]3=[CH:16][CH:15]=1)[CH2:7]2.O.C([O-])([O-])=O.[K+].[K+].[F:30][C:31]1[CH:36]=[CH:35][C:34](B(O)O)=[CH:33][CH:32]=1. Product: [F:30][C:31]1[CH:36]=[CH:35][C:34]([C:2]2[CH:3]=[CH:4][CH:5]=[C:6]3[C:10]=2[C:9](=[O:11])[N:8]([CH2:12][CH2:13][C:14]2[N:19]=[C:18]4[CH:20]=[CH:21][S:22][C:17]4=[CH:16][CH:15]=2)[CH2:7]3)=[CH:33][CH:32]=1. The catalyst class is: 747.